Dataset: Cav3 T-type calcium channel HTS with 100,875 compounds. Task: Binary Classification. Given a drug SMILES string, predict its activity (active/inactive) in a high-throughput screening assay against a specified biological target. (1) The result is 0 (inactive). The molecule is S(CC(OC1CCCCC1)=O)c1oc(nn1)COc1cc(ccc1)C. (2) The result is 0 (inactive). The molecule is S1CC(=O)/C(=C(/NCCCC)C)C1=O. (3) The molecule is S(CC(=O)N1N=CCC1c1ccccc1)C(=S)N1CCOCC1. The result is 0 (inactive). (4) The result is 0 (inactive). The drug is O=c1n2c(nc3n(c4c(cccc4)C)c(=O)c(cc13)C#N)cccc2. (5) The molecule is S(=O)(=O)(NC1CCCC1)c1ccc(S(=O)(=O)NCC(=O)C(C)(C)C)cc1. The result is 0 (inactive). (6) The compound is S(Cc1noc(c1C(=O)NCCCC)C(=O)NCc1ccccc1)c1ccccc1. The result is 0 (inactive). (7) The drug is O=C(NC1CCN(CC1)Cc1n(nnn1)CCc1ccccc1)c1c(cccc1)C. The result is 0 (inactive). (8) The compound is O1CCN(C(=O)Cn2c=3n(c4c2cccc4)CCN3)CC1. The result is 0 (inactive).